Dataset: Forward reaction prediction with 1.9M reactions from USPTO patents (1976-2016). Task: Predict the product of the given reaction. (1) Given the reactants [CH3:1][C:2]([CH3:5])([O-])[CH3:3].[K+].Cl.[F:8][C:9]1[CH:18]=[C:17]2[C:12]([CH2:13][CH2:14][NH:15][CH2:16]2)=[CH:11][CH:10]=1.BrC1C=C(C)C([NH:27][C:28](=[O:34])[CH2:29][C:30]([CH3:33])([CH3:32])[CH3:31])=C(C)C=1, predict the reaction product. The product is: [F:8][C:9]1[CH:18]=[C:17]2[C:12]([CH2:13][CH2:14][N:15]([C:18]3[CH:9]=[C:10]([CH3:11])[C:3]([CH:29]([C:30]([CH3:33])([CH3:32])[CH3:31])[C:28]([NH2:27])=[O:34])=[C:2]([CH3:5])[CH:1]=3)[CH2:16]2)=[CH:11][CH:10]=1. (2) Given the reactants C([O:4][CH2:5][C:6]1[CH:11]=[C:10]([O:12][C@@H:13]2[CH2:17][CH2:16][O:15][CH2:14]2)[CH:9]=[C:8]([CH3:18])[C:7]=1[C:19]1[CH:24]=[CH:23][CH:22]=[C:21]([CH2:25][O:26][C:27]2[CH:40]=[CH:39][C:30]3[C@H:31]([CH2:34][C:35]([O:37]C)=[O:36])[CH2:32][O:33][C:29]=3[CH:28]=2)[CH:20]=1)(=O)C.[OH-].[Li+].O.[OH-].[Na+], predict the reaction product. The product is: [OH:4][CH2:5][C:6]1[CH:11]=[C:10]([O:12][C@@H:13]2[CH2:17][CH2:16][O:15][CH2:14]2)[CH:9]=[C:8]([CH3:18])[C:7]=1[C:19]1[CH:24]=[CH:23][CH:22]=[C:21]([CH2:25][O:26][C:27]2[CH:40]=[CH:39][C:30]3[C@H:31]([CH2:34][C:35]([OH:37])=[O:36])[CH2:32][O:33][C:29]=3[CH:28]=2)[CH:20]=1. (3) Given the reactants [CH2:1]([C:3]1([C:16]([OH:18])=O)[CH2:15][CH:6]2[CH2:7][N:8]([C:10](=[O:14])[N:11]([CH3:13])[CH3:12])[CH2:9][CH:5]2[CH2:4]1)[CH3:2].C(N(CC)CC)C.ClC(OCC)=O.[N-:32]=[N+:33]=[N-:34].[Na+], predict the reaction product. The product is: [CH2:1]([C:3]1([C:16]([N:32]=[N+:33]=[N-:34])=[O:18])[CH2:15][CH:6]2[CH2:7][N:8]([C:10](=[O:14])[N:11]([CH3:13])[CH3:12])[CH2:9][CH:5]2[CH2:4]1)[CH3:2]. (4) Given the reactants [Cl:1][C:2]1[N:10]=[C:9]2[C:5]([N:6]=[CH:7][N:8]2[C@@H:11]2[CH2:15][C@H:14]([NH:16]C(=O)OCC3C=CC=CC=3)[C@@H:13]([OH:27])[C@H:12]2[OH:28])=[C:4]([NH:29][CH:30]2[CH2:34][CH2:33][CH2:32][CH2:31]2)[N:3]=1, predict the reaction product. The product is: [ClH:1].[NH2:16][C@H:14]1[CH2:15][C@@H:11]([N:8]2[CH:7]=[N:6][C:5]3[C:9]2=[N:10][CH:2]=[N:3][C:4]=3[NH:29][CH:30]2[CH2:34][CH2:33][CH2:32][CH2:31]2)[C@H:12]([OH:28])[C@@H:13]1[OH:27].[ClH:1].[NH2:16][C@H:14]1[CH2:15][C@@H:11]([N:8]2[CH:7]=[N:6][C:5]3[C:9]2=[N:10][C:2]([Cl:1])=[N:3][C:4]=3[NH:29][CH:30]2[CH2:31][CH2:32][CH2:33][CH2:34]2)[C@H:12]([OH:28])[C@@H:13]1[OH:27]. (5) Given the reactants [C:1]([C:3]1[CH:4]=[N:5][N:6]2[C:11]([C:12]([F:15])([F:14])[F:13])=[CH:10][C:9]([C:16]3[CH:21]=[CH:20][C:19]([C:22]([F:25])([F:24])[F:23])=[CH:18][CH:17]=3)=[N:8][C:7]=12)#[CH:2].Br[C:27]1[CH:28]=[C:29]([S:33]([NH:36][CH2:37][CH2:38][C:39]#[N:40])(=[O:35])=[O:34])[CH:30]=[CH:31][CH:32]=1, predict the reaction product. The product is: [C:39]([CH2:38][CH2:37][NH:36][S:33]([C:29]1[CH:30]=[CH:31][CH:32]=[C:27]([C:2]#[C:1][C:3]2[CH:4]=[N:5][N:6]3[C:11]([C:12]([F:14])([F:13])[F:15])=[CH:10][C:9]([C:16]4[CH:21]=[CH:20][C:19]([C:22]([F:25])([F:24])[F:23])=[CH:18][CH:17]=4)=[N:8][C:7]=23)[CH:28]=1)(=[O:34])=[O:35])#[N:40]. (6) The product is: [N:1]1([CH2:6][C:8]2[CH:14]=[CH:13][C:11]([NH2:12])=[CH:10][CH:9]=2)[CH2:5][CH2:4][CH2:3][CH2:2]1. Given the reactants [N:1]1([C:6]([C:8]2[CH:14]=[CH:13][C:11]([NH2:12])=[CH:10][CH:9]=2)=O)[CH2:5][CH2:4][CH2:3][CH2:2]1.[H-].[Al+3].[Li+].[H-].[H-].[H-].O.[OH-].[Na+], predict the reaction product.